Dataset: Full USPTO retrosynthesis dataset with 1.9M reactions from patents (1976-2016). Task: Predict the reactants needed to synthesize the given product. Given the product [CH3:7][O:8][C:9]1[CH:14]=[CH:13][C:12]([B:15]([CH:17]([O:24][CH:25]([B:32]([C:34]2[CH:35]=[CH:36][C:37]([O:40][CH3:41])=[CH:38][CH:39]=2)[O:33][CH2:4][CH2:3][N:2]([CH3:6])[CH3:1])[C:26]2[CH:31]=[CH:30][CH:29]=[CH:28][CH:27]=2)[C:18]2[CH:23]=[CH:22][CH:21]=[CH:20][CH:19]=2)[O:5][CH2:4][CH2:3][N:2]([CH3:6])[CH3:1])=[CH:11][CH:10]=1, predict the reactants needed to synthesize it. The reactants are: [CH3:1][N:2]([CH3:6])[CH2:3][CH2:4][OH:5].[CH3:7][O:8][C:9]1[CH:14]=[CH:13][C:12]([B:15]([CH:17]([O:24][CH:25]([B:32]([C:34]2[CH:39]=[CH:38][C:37]([O:40][CH3:41])=[CH:36][CH:35]=2)[OH:33])[C:26]2[CH:31]=[CH:30][CH:29]=[CH:28][CH:27]=2)[C:18]2[CH:23]=[CH:22][CH:21]=[CH:20][CH:19]=2)O)=[CH:11][CH:10]=1.